Dataset: Forward reaction prediction with 1.9M reactions from USPTO patents (1976-2016). Task: Predict the product of the given reaction. Given the reactants [NH2:1][C:2]1[CH:7]=[CH:6][C:5]([C:8]2[CH:13]=[C:12]([C:14]3[CH:19]=[CH:18][CH:17]=[CH:16][C:15]=3[O:20][CH2:21][CH2:22][CH3:23])[NH:11][C:10](=[O:24])[N:9]=2)=[CH:4][C:3]=1[CH3:25].[C:26]([O-:29])(=O)[CH3:27].[Na+].[C:31]([O:34]C(=O)C)(=O)[CH3:32].[N:38](OCCC(C)C)=O, predict the reaction product. The product is: [C:31]([N:11]1[C:12]([C:14]2[CH:19]=[CH:18][CH:17]=[CH:16][C:15]=2[O:20][CH2:21][CH2:22][CH3:23])=[CH:13][C:8]([C:5]2[CH:4]=[C:3]3[C:2](=[CH:7][CH:6]=2)[N:1]([C:26](=[O:29])[CH3:27])[N:38]=[CH:25]3)=[N:9][C:10]1=[O:24])(=[O:34])[CH3:32].